Dataset: Full USPTO retrosynthesis dataset with 1.9M reactions from patents (1976-2016). Task: Predict the reactants needed to synthesize the given product. (1) Given the product [Cl:85][C:86]1[S:90][C:89]([C:68]2[CH:69]=[CH:70][C:65]([C:52]3[N:53]([CH2:56][C:57]([N:59]4[CH2:60][CH2:61][O:62][CH2:63][CH2:64]4)=[O:58])[C:54]4[C:50]([C:51]=3[CH:79]3[CH2:80][CH2:81][CH2:82][CH2:83][CH2:84]3)=[CH:49][CH:48]=[C:47]([C:45]([OH:44])=[O:46])[CH:55]=4)=[CH:66][CH:67]=2)=[CH:88][CH:87]=1, predict the reactants needed to synthesize it. The reactants are: C1(C2C3C(=CC(C(O)=O)=CC=3)N(CC(N3CCOCC3)=O)C=2C2C=CC(C3C=CC(N(C)C)=CC=3)=CC=2)CCCCC1.C[O:44][C:45]([C:47]1[CH:55]=[C:54]2[C:50]([C:51]([CH:79]3[CH2:84][CH2:83][CH2:82][CH2:81][CH2:80]3)=[C:52]([C:65]3[CH:70]=[CH:69][C:68](OS(C(F)(F)F)(=O)=O)=[CH:67][CH:66]=3)[N:53]2[CH2:56][C:57]([N:59]2[CH2:64][CH2:63][O:62][CH2:61][CH2:60]2)=[O:58])=[CH:49][CH:48]=1)=[O:46].[Cl:85][C:86]1[S:90][C:89](B(O)O)=[CH:88][CH:87]=1. (2) Given the product [C:13]([N:16]1[C:24]2[C:19](=[CH:20][C:21]([C:25]3[NH:12][C:10]4[N:9]([N:8]=[C:7]([C:2]5[CH:3]=[CH:4][CH:5]=[CH:6][N:1]=5)[N:11]=4)[C:27](=[O:28])[CH:26]=3)=[CH:22][CH:23]=2)[CH:18]=[N:17]1)(=[O:15])[CH3:14], predict the reactants needed to synthesize it. The reactants are: [N:1]1[CH:6]=[CH:5][CH:4]=[CH:3][C:2]=1[C:7]1[N:11]=[C:10]([NH2:12])[NH:9][N:8]=1.[C:13]([N:16]1[C:24]2[C:19](=[CH:20][C:21]([C:25](=O)[CH2:26][C:27](OCC)=[O:28])=[CH:22][CH:23]=2)[CH:18]=[N:17]1)(=[O:15])[CH3:14].CC1C=CC(S(O)(=O)=O)=CC=1. (3) Given the product [CH:1]1([C@H:5]2[C@H:32]([CH3:33])[C@@H:31]([NH:34][C:35](=[O:44])[O:36][CH2:37][C:38]3[CH:39]=[CH:40][CH:41]=[CH:42][CH:43]=3)[C:13]3[C:8](=[CH:9][CH:10]=[CH:11][CH:12]=3)[NH:7]2)[CH2:2][CH2:3][CH2:4]1, predict the reactants needed to synthesize it. The reactants are: [CH:1]1([CH:5]=O)[CH2:4][CH2:3][CH2:2]1.[NH2:7][C:8]1[CH:13]=[CH:12][CH:11]=[CH:10][CH:9]=1.P(O)(OC1C=CC=CC=1)(OC1C=CC=CC=1)=O.[CH:31](/[NH:34][C:35](=[O:44])[O:36][CH2:37][C:38]1[CH:43]=[CH:42][CH:41]=[CH:40][CH:39]=1)=[CH:32]\[CH3:33]. (4) Given the product [CH3:10][O:11][C:12]([C:14]1[CH:15]=[C:16]([CH3:36])[C:17]2[O:23][C:22]3[C:24]([Cl:32])=[CH:25][C:26]([NH:28][CH2:29][CH2:30][N:4]4[CH2:5][CH2:6][N:1]([CH2:7][CH2:8][OH:9])[CH2:2][CH2:3]4)=[CH:27][C:21]=3[CH2:20][S:19](=[O:33])(=[O:34])[C:18]=2[CH:35]=1)=[O:13], predict the reactants needed to synthesize it. The reactants are: [N:1]1([CH2:7][CH2:8][OH:9])[CH2:6][CH2:5][NH:4][CH2:3][CH2:2]1.[CH3:10][O:11][C:12]([C:14]1[CH:15]=[C:16]([CH3:36])[C:17]2[O:23][C:22]3[C:24]([Cl:32])=[CH:25][C:26]([NH:28][CH2:29][CH2:30]Cl)=[CH:27][C:21]=3[CH2:20][S:19](=[O:34])(=[O:33])[C:18]=2[CH:35]=1)=[O:13]. (5) Given the product [NH2:9][C:8]1[S:23][CH:24]=[CH:25][C:10]=1[C:11]([C:13]1[CH:22]=[CH:21][C:16]([C:17]([O:19][CH3:20])=[O:18])=[CH:15][CH:14]=1)=[O:12], predict the reactants needed to synthesize it. The reactants are: C(N(CC)CC)C.[C:8]([CH2:10][C:11]([C:13]1[CH:22]=[CH:21][C:16]([C:17]([O:19][CH3:20])=[O:18])=[CH:15][CH:14]=1)=[O:12])#[N:9].[S:23]1CC(O)S[CH2:25][CH:24]1O.O.